The task is: Predict which catalyst facilitates the given reaction.. This data is from Catalyst prediction with 721,799 reactions and 888 catalyst types from USPTO. (1) Reactant: CN([C:4]([O:8][N:9]1N=NC2C=CC=N[C:10]1=2)=[N+](C)C)C.F[P-](F)(F)(F)(F)F.[C:25]([O:29][C:30]([N:32]1[CH2:36][CH2:35][CH:34]([C:37]([OH:39])=O)[CH2:33]1)=[O:31])([CH3:28])([CH3:27])[CH3:26].Cl.CONC.C(N(CC)CC)C. Product: [CH3:4][O:8][N:9]([CH3:10])[C:37]([CH:34]1[CH2:35][CH2:36][N:32]([C:30]([O:29][C:25]([CH3:26])([CH3:27])[CH3:28])=[O:31])[CH2:33]1)=[O:39]. The catalyst class is: 2. (2) Reactant: O1C(C2C=C(N[C:13]3[N:18]=[C:17]([C:19]4[C:20]([C:28]5[CH:29]=[C:30]([NH:34][C:35](=[O:42])[CH2:36][C:37]6[S:38][CH:39]=[CH:40][CH:41]=6)[CH:31]=[CH:32][CH:33]=5)=[N:21][N:22]5[CH:27]=[CH:26][CH:25]=[CH:24][C:23]=45)[CH:16]=[CH:15][N:14]=3)C=CC=2)=CN=C1.[NH2:43][C:44]1[CH:45]=[C:46]2[C:50](=[CH:51][CH:52]=1)[CH2:49][CH:48]([NH:53][C:54](=[O:59])[C:55]([F:58])([F:57])[F:56])[CH2:47]2.Cl.C(OCC)C. Product: [F:58][C:55]([F:56])([F:57])[C:54]([NH:53][CH:48]1[CH2:47][C:46]2[C:50](=[CH:51][CH:52]=[C:44]([NH:43][C:13]3[N:18]=[C:17]([C:19]4[C:20]([C:28]5[CH:33]=[CH:32][CH:31]=[C:30]([NH:34][C:35](=[O:42])[CH2:36][C:37]6[S:38][CH:39]=[CH:40][CH:41]=6)[CH:29]=5)=[N:21][N:22]5[CH:27]=[CH:26][CH:25]=[CH:24][C:23]=45)[CH:16]=[CH:15][N:14]=3)[CH:45]=2)[CH2:49]1)=[O:59]. The catalyst class is: 41. (3) Reactant: [F:1][C:2]1[N:11]=[C:10](F)[CH:9]=[CH:8][C:3]=1[C:4]([O:6][CH3:7])=[O:5].C(N(CC)CC)C.[N:20]1([C:26]([O:28][C:29]([CH3:32])([CH3:31])[CH3:30])=[O:27])[CH2:25][CH2:24][NH:23][CH2:22][CH2:21]1. Product: [F:1][C:2]1[N:11]=[C:10]([N:23]2[CH2:22][CH2:21][N:20]([C:26]([O:28][C:29]([CH3:32])([CH3:31])[CH3:30])=[O:27])[CH2:25][CH2:24]2)[CH:9]=[CH:8][C:3]=1[C:4]([O:6][CH3:7])=[O:5]. The catalyst class is: 39. (4) Reactant: C([O:3][C:4](=[O:39])[C:5]([O:36][CH2:37][CH3:38])([CH3:35])[CH2:6][C:7]1[CH:12]=[CH:11][C:10]([O:13][CH2:14][CH2:15][CH:16]2[CH2:20][N:19]([CH2:21][C:22]3[CH:27]=[CH:26][C:25]([O:28][C:29]([F:32])([F:31])[F:30])=[CH:24][CH:23]=3)[C:18](=[O:33])[N:17]2[CH3:34])=[CH:9][CH:8]=1)C.[OH-].[Na+]. Product: [CH2:37]([O:36][C:5]([CH3:35])([CH2:6][C:7]1[CH:8]=[CH:9][C:10]([O:13][CH2:14][CH2:15][CH:16]2[CH2:20][N:19]([CH2:21][C:22]3[CH:23]=[CH:24][C:25]([O:28][C:29]([F:31])([F:32])[F:30])=[CH:26][CH:27]=3)[C:18](=[O:33])[N:17]2[CH3:34])=[CH:11][CH:12]=1)[C:4]([OH:39])=[O:3])[CH3:38]. The catalyst class is: 8. (5) Reactant: [F:1][C:2]([F:7])([F:6])[C:3]([OH:5])=[O:4].[CH2:8]([O:12][C:13]1([C:36]2[CH:41]=[CH:40][CH:39]=[CH:38][C:37]=2[CH3:42])[CH2:16][N:15]([C:17](=[O:35])[CH:18]([NH:27]C(=O)OC(C)(C)C)[CH2:19][C:20]2[CH:25]=[CH:24][C:23]([OH:26])=[CH:22][CH:21]=2)[CH2:14]1)[CH2:9][CH2:10][CH3:11]. Product: [F:1][C:2]([F:7])([F:6])[C:3]([OH:5])=[O:4].[NH2:27][CH:18]([CH2:19][C:20]1[CH:21]=[CH:22][C:23]([OH:26])=[CH:24][CH:25]=1)[C:17]([N:15]1[CH2:14][C:13]([O:12][CH2:8][CH2:9][CH2:10][CH3:11])([C:36]2[CH:41]=[CH:40][CH:39]=[CH:38][C:37]=2[CH3:42])[CH2:16]1)=[O:35]. The catalyst class is: 4.